From a dataset of Catalyst prediction with 721,799 reactions and 888 catalyst types from USPTO. Predict which catalyst facilitates the given reaction. (1) Reactant: [F:1][C:2]1[CH:10]=[CH:9][C:5]([C:6]([OH:8])=[O:7])=[CH:4][C:3]=1[N+:11]([O-:13])=[O:12].CO.[CH3:16][Si](C=[N+]=[N-])(C)C. Product: [F:1][C:2]1[CH:10]=[CH:9][C:5]([C:6]([O:8][CH3:16])=[O:7])=[CH:4][C:3]=1[N+:11]([O-:13])=[O:12]. The catalyst class is: 11. (2) Reactant: [C:1]([O:5][C:6]([N:8]1[CH2:13][CH2:12][O:11][C@H:10]([CH2:14][C:15]2[CH:20]=[CH:19][CH:18]=[C:17]([CH2:21][OH:22])[CH:16]=2)[CH2:9]1)=[O:7])([CH3:4])([CH3:3])[CH3:2].[CH3:23]N(C)C=O.[H-].[Na+].CI. Product: [C:1]([O:5][C:6]([N:8]1[CH2:13][CH2:12][O:11][C@H:10]([CH2:14][C:15]2[CH:20]=[CH:19][CH:18]=[C:17]([CH2:21][O:22][CH3:23])[CH:16]=2)[CH2:9]1)=[O:7])([CH3:4])([CH3:2])[CH3:3]. The catalyst class is: 13. (3) Reactant: [O:1]=[C:2]1[CH2:6][O:5][C:4]2([CH2:11][CH2:10][N:9]([C:12]([O:14][CH2:15][CH3:16])=[O:13])[CH2:8][CH2:7]2)[CH2:3]1.[C:17]1([C:23]#[C:24][Mg]Br)[CH:22]=[CH:21][CH:20]=[CH:19][CH:18]=1. Product: [OH:1][C:2]1([C:24]#[C:23][C:17]2[CH:22]=[CH:21][CH:20]=[CH:19][CH:18]=2)[CH2:3][C:4]2([CH2:11][CH2:10][N:9]([C:12]([O:14][CH2:15][CH3:16])=[O:13])[CH2:8][CH2:7]2)[O:5][CH2:6]1. The catalyst class is: 1. (4) Reactant: C(OC([N:8]1[CH2:29][CH2:28][N:11]2[C:12](=[O:27])[C:13]3[C:18]([C@@H:10]2[CH2:9]1)=[CH:17][C:16]([CH2:19][CH:20]([CH3:22])[CH3:21])=[CH:15][C:14]=3[C:23]([F:26])([F:25])[F:24])=O)(C)(C)C.[ClH:30]. Product: [ClH:30].[CH3:21][CH:20]([CH3:22])[CH2:19][C:16]1[CH:17]=[C:18]2[C:13]([C:12](=[O:27])[N:11]3[CH2:28][CH2:29][NH:8][CH2:9][C@H:10]32)=[C:14]([C:23]([F:25])([F:24])[F:26])[CH:15]=1. The catalyst class is: 316. (5) Reactant: [Br:1][C:2]1[CH:3]=[C:4]2[C:8](=[CH:9][CH:10]=1)[N:7]([S:11]([C:14]1[CH:19]=[CH:18][C:17]([F:20])=[CH:16][CH:15]=1)(=[O:13])=[O:12])[CH:6]=[C:5]2[CH2:21][N:22]1[CH2:27][CH2:26][N:25]([CH3:28])[CH2:24][CH2:23]1.[C:29]([OH:41])(=[O:40])[CH2:30][C:31]([CH2:36][C:37]([OH:39])=[O:38])([C:33]([OH:35])=[O:34])[OH:32]. Product: [C:29]([OH:41])(=[O:40])[CH2:30][C:31]([CH2:36][C:37]([OH:39])=[O:38])([C:33]([OH:35])=[O:34])[OH:32].[Br:1][C:2]1[CH:3]=[C:4]2[C:8](=[CH:9][CH:10]=1)[N:7]([S:11]([C:14]1[CH:19]=[CH:18][C:17]([F:20])=[CH:16][CH:15]=1)(=[O:13])=[O:12])[CH:6]=[C:5]2[CH2:21][N:22]1[CH2:27][CH2:26][N:25]([CH3:28])[CH2:24][CH2:23]1. The catalyst class is: 27. (6) Reactant: Cl[C:2]1[N:7]=[CH:6][N:5]=[C:4]([NH:8][N:9]=[C:10]([C:17]2[CH:22]=[CH:21][CH:20]=[CH:19][CH:18]=2)[C:11]2[CH:16]=[CH:15][CH:14]=[CH:13][CH:12]=2)[CH:3]=1.[CH3:23][N:24]1[CH2:29][CH2:28][NH:27][CH2:26][CH2:25]1.C1(P(C2CCCCC2)C2C=CC=CC=2C2C(C(C)C)=CC(C(C)C)=CC=2C(C)C)CCCCC1.C(=O)([O-])[O-].[Cs+].[Cs+]. Product: [CH3:23][N:24]1[CH2:29][CH2:28][N:27]([C:2]2[N:7]=[CH:6][N:5]=[C:4]([NH:8][N:9]=[C:10]([C:17]3[CH:22]=[CH:21][CH:20]=[CH:19][CH:18]=3)[C:11]3[CH:16]=[CH:15][CH:14]=[CH:13][CH:12]=3)[CH:3]=2)[CH2:26][CH2:25]1. The catalyst class is: 110. (7) Reactant: [Br:1][C:2]1[CH:7]=[C:6]([F:8])[CH:5]=[CH:4][C:3]=1[S:9](Cl)(=[O:11])=[O:10].[NH2:13][C:14]1[C:26]([C:27]([O:29][CH3:30])=[O:28])=[C:18]2[O:19][CH2:20][C@H:21]3[CH2:25][CH2:24][CH2:23][N:22]3[C:17]2=[CH:16][CH:15]=1. Product: [Br:1][C:2]1[CH:7]=[C:6]([F:8])[CH:5]=[CH:4][C:3]=1[S:9]([NH:13][C:14]1[C:26]([C:27]([O:29][CH3:30])=[O:28])=[C:18]2[O:19][CH2:20][C@H:21]3[CH2:25][CH2:24][CH2:23][N:22]3[C:17]2=[CH:16][CH:15]=1)(=[O:11])=[O:10]. The catalyst class is: 298. (8) Reactant: [O:1]=[C:2]1[C:10]2[C:5](=[CH:6][C:7]([O:22][CH2:23][CH2:24][NH:25][C:26](=[O:32])[O:27][C:28]([CH3:31])([CH3:30])[CH3:29])=[C:8]([O:11][CH2:12][CH2:13][NH:14][C:15](=[O:21])[O:16][C:17]([CH3:20])([CH3:19])[CH3:18])[CH:9]=2)[CH2:4][O:3]1.[H-].[Al+3].[Li+].[H-].[H-].[H-]. Product: [OH:3][CH2:4][C:5]1[C:10]([CH2:2][OH:1])=[CH:9][C:8]([O:11][CH2:12][CH2:13][NH:14][C:15](=[O:21])[O:16][C:17]([CH3:19])([CH3:20])[CH3:18])=[C:7]([O:22][CH2:23][CH2:24][NH:25][C:26](=[O:32])[O:27][C:28]([CH3:31])([CH3:30])[CH3:29])[CH:6]=1. The catalyst class is: 1. (9) Reactant: [CH:1]1([NH2:7])[CH2:6][CH2:5][CH2:4][CH2:3][CH2:2]1.C([O:10][C:11]([C:13]1[C:14](=[O:32])[N:15]([CH2:25][C:26]2[CH:31]=[CH:30][CH:29]=[CH:28][CH:27]=2)[C:16]2[C:21]([C:22]=1[OH:23])=[CH:20][C:19]([Cl:24])=[CH:18][CH:17]=2)=O)C. The catalyst class is: 93. Product: [CH:1]1([NH:7][C:11]([C:13]2[C:14](=[O:32])[N:15]([CH2:25][C:26]3[CH:31]=[CH:30][CH:29]=[CH:28][CH:27]=3)[C:16]3[C:21]([C:22]=2[OH:23])=[CH:20][C:19]([Cl:24])=[CH:18][CH:17]=3)=[O:10])[CH2:6][CH2:5][CH2:4][CH2:3][CH2:2]1. (10) Reactant: Br[C:2]1[S:6][C:5]([NH:7][C:8](=[O:14])[O:9][C:10]([CH3:13])([CH3:12])[CH3:11])=[N:4][CH:3]=1.[C:15]([Si:17]([CH3:20])([CH3:19])[CH3:18])#[CH:16]. Product: [CH3:18][Si:17]([C:15]#[C:16][C:2]1[S:6][C:5]([NH:7][C:8](=[O:14])[O:9][C:10]([CH3:13])([CH3:12])[CH3:11])=[N:4][CH:3]=1)([CH3:20])[CH3:19]. The catalyst class is: 778.